Dataset: Reaction yield outcomes from USPTO patents with 853,638 reactions. Task: Predict the reaction yield, written as a fraction of the theoretical maximum amount of product (1.0 means a 100% yield; for example, 0.34 means a 34% yield). (1) The reactants are Cl[C:2]1[CH:7]=[C:6]([Cl:8])[N:5]=[CH:4][N:3]=1.[N:9]1([C:15]([O:17][C:18]([CH3:21])([CH3:20])[CH3:19])=[O:16])[CH2:14][CH2:13][NH:12][CH2:11][CH2:10]1.C(N(CC)CC)C.O. The catalyst is CN(C)C=O. The product is [Cl:8][C:6]1[N:5]=[CH:4][N:3]=[C:2]([N:12]2[CH2:11][CH2:10][N:9]([C:15]([O:17][C:18]([CH3:21])([CH3:20])[CH3:19])=[O:16])[CH2:14][CH2:13]2)[CH:7]=1. The yield is 0.500. (2) The reactants are [CH3:1][N:2]([CH3:18])[S:3]([C:6]1[CH:16]=[C:15]([NH2:17])[C:9]2[N:10]=[C:11]([CH3:14])[N:12]([CH3:13])[C:8]=2[CH:7]=1)(=[O:5])=[O:4].[CH3:19][C:20]1[CH:27]=[CH:26][CH:25]=[C:24]([CH3:28])[C:21]=1[CH2:22]Cl.[H-].[Na+]. No catalyst specified. The product is [CH3:18][N:2]([CH3:1])[S:3]([C:6]1[CH:16]=[C:15]([NH:17][CH2:22][C:21]2[C:24]([CH3:28])=[CH:25][CH:26]=[CH:27][C:20]=2[CH3:19])[C:9]2[N:10]=[C:11]([CH3:14])[N:12]([CH3:13])[C:8]=2[CH:7]=1)(=[O:4])=[O:5]. The yield is 0.490. (3) The reactants are I[C:2]1[CH:3]=[C:4]([CH:8]=[C:9]([N+:11]([O-:13])=[O:12])[CH:10]=1)[C:5]([OH:7])=[O:6].B(O)(O)[C:15]1[CH:16]=[CH:17][C:18]([CH3:21])=[CH:19][CH:20]=1.C([O-])([O-])=O.[Cs+].[Cs+].[OH-].[Na+]. The catalyst is C1(C)C=CC=CC=1.C(O)C.O.C1C=CC([P]([Pd]([P](C2C=CC=CC=2)(C2C=CC=CC=2)C2C=CC=CC=2)([P](C2C=CC=CC=2)(C2C=CC=CC=2)C2C=CC=CC=2)[P](C2C=CC=CC=2)(C2C=CC=CC=2)C2C=CC=CC=2)(C2C=CC=CC=2)C2C=CC=CC=2)=CC=1. The product is [CH3:21][C:18]1[CH:19]=[CH:20][C:15]([C:2]2[CH:10]=[C:9]([N+:11]([O-:13])=[O:12])[CH:8]=[C:4]([C:5]([OH:7])=[O:6])[CH:3]=2)=[CH:16][CH:17]=1. The yield is 0.972. (4) The reactants are [Br:1][C:2]1[N:7]=[CH:6][C:5]([CH:8]=O)=[C:4](Cl)[CH:3]=1.C(N(CC)CC)C.O.[NH2:19][NH2:20]. The catalyst is O1CCOCC1. The product is [Br:1][C:2]1[N:7]=[CH:6][C:5]2[CH:8]=[N:19][NH:20][C:4]=2[CH:3]=1. The yield is 0.340. (5) The reactants are [CH3:1][C:2]([N:7]1[CH:11]=[C:10]([C:12]2[C:13]3[CH:20]=[CH:19][NH:18][C:14]=3[N:15]=[CH:16][N:17]=2)[CH:9]=[N:8]1)([CH3:6])[CH2:3][CH2:4][OH:5].[CH3:21][S:22](Cl)(=[O:24])=[O:23]. The catalyst is C(Cl)Cl. The product is [CH3:21][S:22]([O:5][CH2:4][CH2:3][C:2]([CH3:1])([N:7]1[CH:11]=[C:10]([C:12]2[C:13]3[CH:20]=[CH:19][NH:18][C:14]=3[N:15]=[CH:16][N:17]=2)[CH:9]=[N:8]1)[CH3:6])(=[O:24])=[O:23]. The yield is 0.570.